This data is from Forward reaction prediction with 1.9M reactions from USPTO patents (1976-2016). The task is: Predict the product of the given reaction. Given the reactants Br[C:2]1[CH:10]=[CH:9][C:8]2[N:7]3[CH2:11][CH2:12][C:13](=[CH:14][C:15]([O:17][C:18]([CH3:21])([CH3:20])[CH3:19])=[O:16])[C:6]3=[CH:5][C:4]=2[CH:3]=1.C([O-])(=O)C.[K+].[CH3:27][C:28]1([CH3:44])[C:32]([CH3:34])([CH3:33])[O:31][B:30]([B:30]2[O:31][C:32]([CH3:34])([CH3:33])[C:28]([CH3:44])([CH3:27])[O:29]2)[O:29]1, predict the reaction product. The product is: [CH3:27][C:28]1([CH3:44])[C:32]([CH3:34])([CH3:33])[O:31][B:30]([C:2]2[CH:10]=[CH:9][C:8]3[N:7]4[CH2:11][CH2:12][C:13](=[CH:14][C:15]([O:17][C:18]([CH3:21])([CH3:20])[CH3:19])=[O:16])[C:6]4=[CH:5][C:4]=3[CH:3]=2)[O:29]1.